This data is from Catalyst prediction with 721,799 reactions and 888 catalyst types from USPTO. The task is: Predict which catalyst facilitates the given reaction. Reactant: [CH3:1][C:2]1[CH:10]=[C:9](/[CH:11]=[CH:12]/[C:13]2[C:22]([CH3:23])=[CH:21][C:20]3[C:19]([CH3:25])([CH3:24])[C:18](=[O:26])[CH2:17][C:16]([CH3:28])([CH3:27])[C:15]=3[CH:14]=2)[CH:8]=[CH:7][C:3]=1[C:4]([OH:6])=[O:5].[Br:29]N1C(=O)CCC1=O. Product: [CH3:1][C:2]1[CH:10]=[C:9](/[CH:11]=[CH:12]/[C:13]2[C:22]([CH2:23][Br:29])=[CH:21][C:20]3[C:19]([CH3:24])([CH3:25])[C:18](=[O:26])[CH2:17][C:16]([CH3:28])([CH3:27])[C:15]=3[CH:14]=2)[CH:8]=[CH:7][C:3]=1[C:4]([OH:6])=[O:5]. The catalyst class is: 340.